This data is from Full USPTO retrosynthesis dataset with 1.9M reactions from patents (1976-2016). The task is: Predict the reactants needed to synthesize the given product. (1) Given the product [CH2:3]([C:12]1[CH:11]=[C:10]([CH:15]=[CH:14][CH:13]=1)[C:9]([O:8][CH3:7])=[O:17])[CH:4]([CH3:6])[CH3:5], predict the reactants needed to synthesize it. The reactants are: BrC[CH2:3][CH:4]([CH3:6])[CH3:5].[CH3:7][O:8][C:9](=[O:17])[C:10]1[CH:15]=[CH:14][CH:13]=[C:12](Br)[CH:11]=1. (2) The reactants are: [H-].[Na+].[NH:3]1[C:11]2[C:6](=[CH:7][CH:8]=[CH:9][CH:10]=2)[CH:5]=[CH:4]1.Br[CH2:13][CH2:14][O:15][Si:16]([C:19]([CH3:22])([CH3:21])[CH3:20])([CH3:18])[CH3:17]. Given the product [Si:16]([O:15][CH2:14][CH2:13][N:3]1[C:11]2[C:6](=[CH:7][CH:8]=[CH:9][C:10]=2[CH:14]([O:15][Si:16]([C:19]([CH3:22])([CH3:21])[CH3:20])([CH3:18])[CH3:17])[CH3:13])[CH:5]=[CH:4]1)([C:19]([CH3:22])([CH3:21])[CH3:20])([CH3:18])[CH3:17], predict the reactants needed to synthesize it. (3) Given the product [CH3:30][C:20]([NH:31][CH2:11][C@H:9]([C:6]1[CH:5]=[C:4]([CH2:12][CH2:13][C:14]([O:16][CH2:17][CH3:18])=[O:15])[CH:3]=[C:2]([F:1])[C:7]=1[F:8])[OH:10])([CH3:19])[CH2:21][CH2:22][CH2:23][C:24]1[CH:29]=[CH:28][CH:27]=[CH:26][CH:25]=1, predict the reactants needed to synthesize it. The reactants are: [F:1][C:2]1[CH:3]=[C:4]([CH2:12][CH2:13][C:14]([O:16][CH2:17][CH3:18])=[O:15])[CH:5]=[C:6]([C@H:9]2[CH2:11][O:10]2)[C:7]=1[F:8].[CH3:19][C:20]([NH2:31])([CH3:30])[CH2:21][CH2:22][CH2:23][C:24]1[CH:29]=[CH:28][CH:27]=[CH:26][CH:25]=1.